Dataset: Reaction yield outcomes from USPTO patents with 853,638 reactions. Task: Predict the reaction yield, written as a fraction of the theoretical maximum amount of product (1.0 means a 100% yield; for example, 0.34 means a 34% yield). (1) The product is [C:43]1([NH:42][C:8]([C:4]2[CH:3]=[C:2]([Br:1])[CH:7]=[CH:6][N:5]=2)=[O:10])[CH:48]=[CH:47][CH:46]=[CH:45][CH:44]=1. The reactants are [Br:1][C:2]1[CH:7]=[CH:6][N:5]=[C:4]([C:8]([OH:10])=O)[CH:3]=1.CN1CCOCC1.F[P-](F)(F)(F)(F)F.N1(OC(N(C)C)=[N+](C)C)C2N=CC=CC=2N=N1.[NH2:42][C:43]1[CH:48]=[CH:47][CH:46]=[CH:45][CH:44]=1. The yield is 0.710. The catalyst is CN(C)C=O. (2) The reactants are Cl.[NH2:2][CH2:3][C:4]1[CH:5]=[C:6]2[C:10](=[CH:11][CH:12]=1)[C:9](=[O:13])[N:8]([CH:14]1[CH2:19][CH2:18][C:17](=[O:20])[NH:16][C:15]1=[O:21])[C:7]2=[O:22].[C:23]1([N:29]=[C:30]=[O:31])[CH:28]=[CH:27][CH:26]=[CH:25][CH:24]=1.CCN(C(C)C)C(C)C. The catalyst is C1COCC1. The product is [O:21]=[C:15]1[CH:14]([N:8]2[C:7](=[O:22])[C:6]3[C:10](=[CH:11][CH:12]=[C:4]([CH2:3][NH:2][C:30]([NH:29][C:23]4[CH:28]=[CH:27][CH:26]=[CH:25][CH:24]=4)=[O:31])[CH:5]=3)[C:9]2=[O:13])[CH2:19][CH2:18][C:17](=[O:20])[NH:16]1. The yield is 0.630. (3) The reactants are Cl[C:2]1[C:7]([C:8]([O:10][CH3:11])=[O:9])=[CH:6][N:5]=[C:4]([Cl:12])[CH:3]=1.[NH2:13][CH2:14][CH:15]1[CH2:20][CH2:19][N:18]([C:21]([O:23][C:24]([CH3:27])([CH3:26])[CH3:25])=[O:22])[CH2:17][CH2:16]1.C(N(CC)CC)C. The catalyst is C(O)CCC. The product is [C:24]([O:23][C:21]([N:18]1[CH2:19][CH2:20][CH:15]([CH2:14][NH:13][C:2]2[C:7]([C:8]([O:10][CH3:11])=[O:9])=[CH:6][N:5]=[C:4]([Cl:12])[CH:3]=2)[CH2:16][CH2:17]1)=[O:22])([CH3:27])([CH3:26])[CH3:25]. The yield is 0.840. (4) The reactants are [NH2:1][C:2]1[N:7]=[CH:6][C:5]([O:8][C:9]2[CH:14]=[CH:13][N:12]=[C:11]3[CH:15]=[C:16]([C:18]4[N:23]=[CH:22][C:21]([CH2:24][N:25]([CH2:33][CH2:34][O:35][CH3:36])[C:26](=[O:32])[O:27][C:28]([CH3:31])([CH3:30])[CH3:29])=[CH:20][CH:19]=4)[S:17][C:10]=23)=[CH:4][CH:3]=1.[N:37]1[CH:42]=[CH:41][CH:40]=C[CH:38]=1.ClC(OC1C=CC=CC=1)=[O:45].C1(N)CC1. The catalyst is CN(C=O)C. The product is [CH:42]1([NH:37][C:38](=[O:45])[NH:1][C:2]2[N:7]=[CH:6][C:5]([O:8][C:9]3[CH:14]=[CH:13][N:12]=[C:11]4[CH:15]=[C:16]([C:18]5[N:23]=[CH:22][C:21]([CH2:24][N:25]([CH2:33][CH2:34][O:35][CH3:36])[C:26](=[O:32])[O:27][C:28]([CH3:29])([CH3:30])[CH3:31])=[CH:20][CH:19]=5)[S:17][C:10]=34)=[CH:4][CH:3]=2)[CH2:40][CH2:41]1. The yield is 1.00. (5) The reactants are [CH3:1][O:2][C:3]1[CH:10]=[CH:9][C:6]([CH:7]=[O:8])=[CH:5][CH:4]=1.[C-]#N.[Na+]. The catalyst is CCO.O. The product is [OH:8][CH:7]([C:6]1[CH:9]=[CH:10][C:3]([O:2][CH3:1])=[CH:4][CH:5]=1)[C:7]([C:6]1[CH:9]=[CH:10][C:3]([O:2][CH3:1])=[CH:4][CH:5]=1)=[O:8]. The yield is 0.650. (6) The reactants are CN(C=[O:5])C.[O:6]1[C:10]2[CH:11]=[CH:12][CH:13]=[CH:14][C:9]=2[C:8]([O:15]S(C(F)(F)F)(=O)=O)=[CH:7]1.C(N([CH2:28][CH3:29])CC)C. The catalyst is C1(P[C-]2C=CC=C2)C=CC=CC=1.[C-]1(PC2C=CC=CC=2)C=CC=C1.[Fe+2].C([O-])(=O)C.[Pd+2].C([O-])(=O)C.CO. The product is [CH3:7][O:6][C:10]([C:9]1[C:14]2[CH:13]=[CH:12][CH:11]=[CH:28][C:29]=2[O:15][CH:8]=1)=[O:5]. The yield is 0.860.